Task: Regression. Given a peptide amino acid sequence and an MHC pseudo amino acid sequence, predict their binding affinity value. This is MHC class I binding data.. Dataset: Peptide-MHC class I binding affinity with 185,985 pairs from IEDB/IMGT (1) The peptide sequence is EPFSRRHPL. The MHC is HLA-B27:05 with pseudo-sequence HLA-B27:05. The binding affinity (normalized) is 0.0847. (2) The MHC is Mamu-A2201 with pseudo-sequence Mamu-A2201. The peptide sequence is AGFLGLGPW. The binding affinity (normalized) is 0. (3) The binding affinity (normalized) is 0.0847. The MHC is HLA-A03:01 with pseudo-sequence HLA-A03:01. The peptide sequence is YYPEDPVKL. (4) The peptide sequence is MEEALKGLPI. The MHC is HLA-B44:02 with pseudo-sequence HLA-B44:02. The binding affinity (normalized) is 0.462. (5) The peptide sequence is VDFSLDPTF. The MHC is Mamu-A11 with pseudo-sequence Mamu-A11. The binding affinity (normalized) is 0.185.